Dataset: Full USPTO retrosynthesis dataset with 1.9M reactions from patents (1976-2016). Task: Predict the reactants needed to synthesize the given product. (1) Given the product [ClH:32].[ClH:32].[Br:1][C:2]1[CH:3]=[C:4]([CH:29]=[CH:30][CH:31]=1)[CH2:5][NH:6][C:7]1[CH:8]=[C:9]([N:16]2[CH2:21][CH2:20][NH:19][CH2:18][CH2:17]2)[CH:10]=[CH:11][C:12]=1[N+:13]([O-:15])=[O:14], predict the reactants needed to synthesize it. The reactants are: [Br:1][C:2]1[CH:3]=[C:4]([CH:29]=[CH:30][CH:31]=1)[CH2:5][NH:6][C:7]1[CH:8]=[C:9]([N:16]2[CH2:21][CH2:20][N:19](C(OC(C)(C)C)=O)[CH2:18][CH2:17]2)[CH:10]=[CH:11][C:12]=1[N+:13]([O-:15])=[O:14].[ClH:32]. (2) Given the product [Cl:8][C:6]1[CH:5]=[C:4]([NH:9][CH2:10][C:11]([N:20]2[CH2:14][CH2:15][CH2:16][C@@H:17]([N:22]([CH3:24])[C:44]3[N:43]=[CH:42][N:41]=[C:40]4[NH:39][N:38]=[CH:37][C:45]=34)[CH2:18]2)=[O:13])[CH:3]=[C:2]([Cl:1])[CH:7]=1, predict the reactants needed to synthesize it. The reactants are: [Cl:1][C:2]1[CH:3]=[C:4]([NH:9][CH2:10][C:11]([OH:13])=O)[CH:5]=[C:6]([Cl:8])[CH:7]=1.[CH:14]1[CH:15]=[CH:16][C:17]2[N:22](O)N=[N:20][C:18]=2C=1.[CH3:24]CN=C=NCCCN(C)C.CN([C@@H]1CCCNC1)[C:37]1[C:45]2[C:40](=[N:41][CH:42]=[N:43][CH:44]=2)[NH:39][N:38]=1.CCN(C(C)C)C(C)C. (3) Given the product [CH3:1][C:2]1[N:6]([CH2:7][CH2:8][C:9]2[CH:10]=[CH:11][C:12]([O:15][CH2:16][CH2:17][CH2:18][CH2:19][CH2:20][CH2:21][CH2:22][CH2:23][CH2:24][CH2:25][CH2:26][CH3:27])=[CH:13][CH:14]=2)[C:5]([C:28]2[CH:47]=[CH:46][C:31]([O:32][C@H:33]([CH2:39][C:40]3[CH:41]=[CH:42][CH:43]=[CH:44][CH:45]=3)[C:34]([OH:36])=[O:35])=[CH:30][CH:29]=2)=[CH:4][CH:3]=1, predict the reactants needed to synthesize it. The reactants are: [CH3:1][C:2]1[N:6]([CH2:7][CH2:8][C:9]2[CH:14]=[CH:13][C:12]([O:15][CH2:16][CH2:17][CH2:18][CH2:19][CH2:20][CH2:21][CH2:22][CH2:23][CH2:24][CH2:25][CH2:26][CH3:27])=[CH:11][CH:10]=2)[C:5]([C:28]2[CH:47]=[CH:46][C:31]([O:32][C@H:33]([CH2:39][C:40]3[CH:45]=[CH:44][CH:43]=[CH:42][CH:41]=3)[C:34]([O:36]CC)=[O:35])=[CH:30][CH:29]=2)=[CH:4][CH:3]=1.[OH-].[K+].Cl. (4) Given the product [NH:3]1[CH:7]=[N:6][C:5](/[CH:8]=[C:9]2\[CH2:10][N:11]([C:16]([C:29]3[CH:34]=[CH:33][CH:32]=[CH:31][CH:30]=3)([C:23]3[CH:24]=[CH:25][CH:26]=[CH:27][CH:28]=3)[C:17]3[CH:22]=[CH:21][CH:20]=[CH:19][CH:18]=3)[CH2:12][CH2:13][CH:14]\2[OH:15])=[N:4]1, predict the reactants needed to synthesize it. The reactants are: [BH4-].[Na+].[NH:3]1[CH:7]=[N:6][C:5](/[CH:8]=[C:9]2\[CH2:10][N:11]([C:16]([C:29]3[CH:34]=[CH:33][CH:32]=[CH:31][CH:30]=3)([C:23]3[CH:28]=[CH:27][CH:26]=[CH:25][CH:24]=3)[C:17]3[CH:22]=[CH:21][CH:20]=[CH:19][CH:18]=3)[CH2:12][CH2:13][C:14]\2=[O:15])=[N:4]1.ClCCl. (5) Given the product [CH3:19][C:15]1[CH:14]=[C:13](/[C:10](=[N:11]/[OH:12])/[CH2:9][C@H:8]([C:5]2[CH:4]=[CH:3][C:2]([N:34]3[CH2:35][CH2:36][N:31]([S:28]([CH3:27])(=[O:30])=[O:29])[CH2:32][CH2:33]3)=[CH:7][CH:6]=2)[C:20]2[CH:25]=[CH:24][CH:23]=[CH:22][C:21]=2[CH3:26])[CH:18]=[CH:17][N:16]=1, predict the reactants needed to synthesize it. The reactants are: Br[C:2]1[CH:7]=[CH:6][C:5]([C@H:8]([C:20]2[CH:25]=[CH:24][CH:23]=[CH:22][C:21]=2[CH3:26])[CH2:9]/[C:10](/[C:13]2[CH:18]=[CH:17][N:16]=[C:15]([CH3:19])[CH:14]=2)=[N:11]\[OH:12])=[CH:4][CH:3]=1.[CH3:27][S:28]([N:31]1[CH2:36][CH2:35][NH:34][CH2:33][CH2:32]1)(=[O:30])=[O:29]. (6) Given the product [CH2:14]([O:13][C:11]([C:8]1([C:5]2[CH:4]=[CH:3][C:2]([N:19]3[CH2:18][CH2:17][N:16]([C:22]([O:24][C:25]([CH3:28])([CH3:27])[CH3:26])=[O:23])[CH2:21][CH2:20]3)=[N:7][CH:6]=2)[CH2:10][CH2:9]1)=[O:12])[CH3:15], predict the reactants needed to synthesize it. The reactants are: Cl[C:2]1[N:7]=[CH:6][C:5]([C:8]2([C:11]([O:13][CH2:14][CH3:15])=[O:12])[CH2:10][CH2:9]2)=[CH:4][CH:3]=1.[N:16]1([C:22]([O:24][C:25]([CH3:28])([CH3:27])[CH3:26])=[O:23])[CH2:21][CH2:20][NH:19][CH2:18][CH2:17]1. (7) Given the product [CH2:1]([O:4][C:5]1[CH:12]=[CH:11][C:10]([O:13][CH3:14])=[CH:9][C:6]=1[CH2:7][NH:8][CH2:16][C@@H:17]([OH:15])[C@@H:18]([NH:26][C:27](=[O:28])[O:29][C:30]([CH3:32])([CH3:31])[CH3:33])[CH2:19][C:20]1[CH:25]=[CH:24][CH:23]=[CH:22][CH:21]=1)[CH:2]=[CH2:3], predict the reactants needed to synthesize it. The reactants are: [CH2:1]([O:4][C:5]1[CH:12]=[CH:11][C:10]([O:13][CH3:14])=[CH:9][C:6]=1[CH2:7][NH2:8])[CH:2]=[CH2:3].[O:15]1[C@@H:17]([C@@H:18]([NH:26][C:27]([O:29][C:30]([CH3:33])([CH3:32])[CH3:31])=[O:28])[CH2:19][C:20]2[CH:25]=[CH:24][CH:23]=[CH:22][CH:21]=2)[CH2:16]1.Cl([O-])(=O)(=O)=O.[Li+].